From a dataset of Full USPTO retrosynthesis dataset with 1.9M reactions from patents (1976-2016). Predict the reactants needed to synthesize the given product. (1) Given the product [NH2:1][C:4]1[CH:18]=[CH:17][C:7]([C:8]([NH:10][C:11]2[CH:16]=[CH:15][CH:14]=[CH:13][N:12]=2)=[O:9])=[CH:6][CH:5]=1, predict the reactants needed to synthesize it. The reactants are: [N+:1]([C:4]1[CH:18]=[CH:17][C:7]([C:8]([NH:10][C:11]2[CH:16]=[CH:15][CH:14]=[CH:13][N:12]=2)=[O:9])=[CH:6][CH:5]=1)([O-])=O.O1CCOCC1. (2) Given the product [CH3:25][O:26][C:27]1[CH:32]=[CH:31][C:30]([CH:2]([CH2:8][CH2:9][CH2:10][CH2:11][CH2:12][CH2:13][CH2:14][CH2:15][CH3:16])[CH2:3][CH2:4][CH2:5][CH2:6][CH3:7])=[CH:29][CH:28]=1, predict the reactants needed to synthesize it. The reactants are: Br[CH:2]([CH2:8][CH2:9][CH2:10][CH2:11][CH2:12][CH2:13][CH2:14][CH2:15][CH3:16])[CH2:3][CH2:4][CH2:5][CH2:6][CH3:7].CN(C)CCN(C)C.[CH3:25][O:26][C:27]1[CH:32]=[CH:31][C:30]([Mg]Br)=[CH:29][CH:28]=1. (3) Given the product [NH2:1][C:4]1[CH:5]=[C:6]([CH:11]=[CH:12][C:13]=1[O:14][CH2:15][C@@H:16]([NH:18][C:19](=[O:40])[CH2:20][C:21]1[CH:26]=[CH:25][C:24]([NH:27][C:28]([NH:30][C:31]2[CH:36]=[CH:35][CH:34]=[CH:33][C:32]=2[CH3:37])=[O:29])=[C:23]([O:38][CH3:39])[CH:22]=1)[CH3:17])[C:7]([O:9][CH3:10])=[O:8], predict the reactants needed to synthesize it. The reactants are: [N+:1]([C:4]1[CH:5]=[C:6]([CH:11]=[CH:12][C:13]=1[O:14][CH2:15][C@@H:16]([NH:18][C:19](=[O:40])[CH2:20][C:21]1[CH:26]=[CH:25][C:24]([NH:27][C:28]([NH:30][C:31]2[CH:36]=[CH:35][CH:34]=[CH:33][C:32]=2[CH3:37])=[O:29])=[C:23]([O:38][CH3:39])[CH:22]=1)[CH3:17])[C:7]([O:9][CH3:10])=[O:8])([O-])=O. (4) Given the product [C:23]1([CH:16]([C:17]2[CH:22]=[CH:21][CH:20]=[CH:19][CH:18]=2)[N:29]2[C:37]3[C:32](=[CH:33][CH:34]=[CH:35][CH:36]=3)[C:31]([OH:38])([C:6]3[CH:7]=[C:8]([CH3:9])[C:3]([O:2][CH3:1])=[CH:4][C:5]=3[OH:10])[C:30]2=[O:39])[CH:24]=[CH:25][CH:26]=[CH:27][CH:28]=1, predict the reactants needed to synthesize it. The reactants are: [CH3:1][O:2][C:3]1[CH:4]=[C:5]([OH:10])[CH:6]=[CH:7][C:8]=1[CH3:9].C([Mg]Cl)(C)C.[CH:16]([N:29]1[C:37]2[C:32](=[CH:33][CH:34]=[CH:35][CH:36]=2)[C:31](=[O:38])[C:30]1=[O:39])([C:23]1[CH:28]=[CH:27][CH:26]=[CH:25][CH:24]=1)[C:17]1[CH:22]=[CH:21][CH:20]=[CH:19][CH:18]=1. (5) Given the product [F:16][CH:10]1[CH2:9][C:8]([F:18])([F:17])[C@:7]([C:20]2[CH:25]=[CH:24][CH:23]=[CH:22][C:21]=2[F:26])([CH3:19])[NH:6][C:11]1=[O:12], predict the reactants needed to synthesize it. The reactants are: CC(C)([S@]([NH:6][C@@:7]([C:20]1[CH:25]=[CH:24][CH:23]=[CH:22][C:21]=1[F:26])([CH3:19])[C:8]([F:18])([F:17])[CH:9]=[C:10]([F:16])[C:11](OCC)=[O:12])=O)C.C(OCC)(=O)C.Cl.C([O-])([O-])=O.[K+].[K+]. (6) Given the product [Br:24][C:25]1[CH:26]=[C:27]([C:32]([NH:36][CH:37]2[CH2:38][CH2:39][N:40]([C:43]3[CH:44]=[C:45]([CH:49]=[C:50]([Cl:52])[N:51]=3)[C:46]([NH2:48])=[O:47])[CH2:41][CH2:42]2)=[O:34])[NH:28][C:29]=1[CH2:30][CH3:31], predict the reactants needed to synthesize it. The reactants are: C(N(C(C)C)CC)(C)C.C(Cl)CCl.C1C=NC2N(O)N=NC=2C=1.[Br:24][C:25]1[CH:26]=[C:27]([C:32]([OH:34])=O)[NH:28][C:29]=1[CH2:30][CH3:31].Cl.[NH2:36][CH:37]1[CH2:42][CH2:41][N:40]([C:43]2[CH:44]=[C:45]([CH:49]=[C:50]([Cl:52])[N:51]=2)[C:46]([NH2:48])=[O:47])[CH2:39][CH2:38]1. (7) Given the product [C:1]([O:5][C:6]([N:8]1[CH2:13][CH2:12][N:11]([C:15]2[CH:20]=[CH:19][C:18]([C:21]([F:23])([F:24])[F:22])=[C:17]([F:25])[CH:16]=2)[CH2:10][CH2:9]1)=[O:7])([CH3:4])([CH3:2])[CH3:3], predict the reactants needed to synthesize it. The reactants are: [C:1]([O:5][C:6]([N:8]1[CH2:13][CH2:12][NH:11][CH2:10][CH2:9]1)=[O:7])([CH3:4])([CH3:3])[CH3:2].Br[C:15]1[CH:20]=[CH:19][C:18]([C:21]([F:24])([F:23])[F:22])=[C:17]([F:25])[CH:16]=1.[Cl-].C(C1C=CC=C(C(C)C)C=1[N+]1C=CN(C2C(C(C)C)=CC=CC=2C(C)C)C=1)(C)C.CC(C)([O-])C.[Na+]. (8) Given the product [CH2:1]([O:3][C:4](=[O:17])[CH:5]([S:6]([C:9]1[CH:14]=[CH:13][C:12]([O:15][CH3:16])=[CH:11][CH:10]=1)(=[O:7])=[O:8])[CH2:18][CH:19]=[C:20]([CH3:21])[CH2:22][CH2:23][CH:24]=[C:25]([CH3:27])[CH3:26])[CH3:2], predict the reactants needed to synthesize it. The reactants are: [CH2:1]([O:3][C:4](=[O:17])[CH2:5][S:6]([C:9]1[CH:14]=[CH:13][C:12]([O:15][CH3:16])=[CH:11][CH:10]=1)(=[O:8])=[O:7])[CH3:2].[CH2:18](Br)/[CH:19]=[C:20](/[CH2:22][CH2:23][CH:24]=[C:25]([CH3:27])[CH3:26])\[CH3:21].C1OCCOCCOCCOCCOCCOC1.C([O-])([O-])=O.[K+].[K+].